From a dataset of Forward reaction prediction with 1.9M reactions from USPTO patents (1976-2016). Predict the product of the given reaction. (1) Given the reactants [CH3:1][CH2:2][CH2:3][CH2:4][C:5]1[N:9]([CH2:10][C:11]2[CH:12]=[CH:13][C:14]([C:17]3[CH:18]=[CH:19][CH:20]=[CH:21][C:22]=3[C:23]3[N:27]=[N:26][N-:25][N:24]=3)=[CH:15][CH:16]=2)[C:8]([CH2:28][OH:29])=[C:7]([Cl:30])[N:6]=1.[K+].OC1O[C@H](CO)[C@@H](O[C@@H]2O[C@H](CO)[C@H](O)[C@H](O)[C@H]2O)[C@H](O)[C@H]1O, predict the reaction product. The product is: [CH3:1][CH2:2][CH2:3][CH2:4][C:5]1[N:9]([CH2:10][C:11]2[CH:16]=[CH:15][C:14]([C:17]3[CH:18]=[CH:19][CH:20]=[CH:21][C:22]=3[C:23]3[N:27]=[N:26][NH:25][N:24]=3)=[CH:13][CH:12]=2)[C:8]([CH2:28][OH:29])=[C:7]([Cl:30])[N:6]=1. (2) Given the reactants [Br:1][C:2]1[CH:3]=[C:4](I)[C:5]([NH2:8])=[N:6][CH:7]=1.C(N(CC)CC)C.[CH3:17][Si:18]([C:21]#[CH:22])([CH3:20])[CH3:19].O, predict the reaction product. The product is: [Br:1][C:2]1[CH:3]=[C:4]([C:22]#[C:21][Si:18]([CH3:20])([CH3:19])[CH3:17])[C:5]([NH2:8])=[N:6][CH:7]=1. (3) Given the reactants [CH:1]1([C:5]2[O:9][N:8]=[C:7]([C:10]3[C:15]([Cl:16])=[CH:14][CH:13]=[CH:12][C:11]=3[Cl:17])[C:6]=2[C:18](OCC)=[O:19])[CH2:4][CH2:3][CH2:2]1.[H-].C([Al+]CC(C)C)C(C)C.C1(C)C=CC=CC=1, predict the reaction product. The product is: [CH:1]1([C:5]2[O:9][N:8]=[C:7]([C:10]3[C:11]([Cl:17])=[CH:12][CH:13]=[CH:14][C:15]=3[Cl:16])[C:6]=2[CH2:18][OH:19])[CH2:2][CH2:3][CH2:4]1. (4) Given the reactants C([O-])(=O)C.[NH4+].[C:6]([O:10][C:11](=[O:26])[CH2:12][O:13][C:14]1[C:19]2[CH2:20][CH2:21][CH2:22][CH2:23][C:24](=O)[C:18]=2[CH:17]=[CH:16][CH:15]=1)([CH3:9])([CH3:8])[CH3:7].C([BH3-])#[N:28].[Na+], predict the reaction product. The product is: [C:6]([O:10][C:11](=[O:26])[CH2:12][O:13][C:14]1[C:19]2[CH2:20][CH2:21][CH2:22][CH2:23][CH:24]([NH2:28])[C:18]=2[CH:17]=[CH:16][CH:15]=1)([CH3:9])([CH3:8])[CH3:7].